From a dataset of Catalyst prediction with 721,799 reactions and 888 catalyst types from USPTO. Predict which catalyst facilitates the given reaction. (1) Reactant: [N+:1]([CH2:4][C:5]([O:7][CH2:8][CH3:9])=[O:6])([O-:3])=O.[C:10]1([CH2:16][CH2:17][CH2:18][C:19]#[CH:20])[CH:15]=[CH:14][CH:13]=[CH:12][CH:11]=1.N12CCN(CC1)CC2.Cl. Product: [C:10]1([CH2:16][CH2:17][CH2:18][C:19]2[O:3][N:1]=[C:4]([C:5]([O:7][CH2:8][CH3:9])=[O:6])[CH:20]=2)[CH:15]=[CH:14][CH:13]=[CH:12][CH:11]=1. The catalyst class is: 22. (2) Reactant: [F-].C([N+](CCCC)(CCCC)CCCC)CCC.C([Si](C)(C)[O:24][CH2:25][CH2:26][O:27][C:28]1[C:29]([CH3:61])=[C:30](/[CH:34]=[CH:35]/[S:36]([N:39]2[CH2:60][CH2:59][C:42]3([N:46]=[C:45]([C:47]4[CH:52]=[CH:51][CH:50]=[C:49]([O:53][C:54]([F:57])([F:56])[F:55])[CH:48]=4)[NH:44][C:43]3=[O:58])[CH2:41][CH2:40]2)(=[O:38])=[O:37])[CH:31]=[CH:32][CH:33]=1)(C)(C)C. Product: [OH:24][CH2:25][CH2:26][O:27][C:28]1[C:29]([CH3:61])=[C:30](/[CH:34]=[CH:35]/[S:36]([N:39]2[CH2:40][CH2:41][C:42]3([N:46]=[C:45]([C:47]4[CH:52]=[CH:51][CH:50]=[C:49]([O:53][C:54]([F:56])([F:57])[F:55])[CH:48]=4)[NH:44][C:43]3=[O:58])[CH2:59][CH2:60]2)(=[O:37])=[O:38])[CH:31]=[CH:32][CH:33]=1. The catalyst class is: 1. (3) Reactant: [CH3:1][O:2][C:3]1[CH:8]=[CH:7][C:6]([C:9]2[C:18]3[C:19](=[O:22])[O:20][CH2:21][C:17]=3[C:16]([OH:23])=[C:15]3[C:10]=2[CH:11]=[C:12]([O:26][CH3:27])[C:13]([O:24][CH3:25])=[CH:14]3)=[CH:5][CH:4]=1.IC.[C:30](=O)([O-])[O-].[K+].[K+].[Cl-].[NH4+]. Product: [CH3:1][O:2][C:3]1[CH:8]=[CH:7][C:6]([C:9]2[C:18]3[C:19](=[O:22])[O:20][CH2:21][C:17]=3[C:16]([O:23][CH3:30])=[C:15]3[C:10]=2[CH:11]=[C:12]([O:26][CH3:27])[C:13]([O:24][CH3:25])=[CH:14]3)=[CH:5][CH:4]=1. The catalyst class is: 9. (4) Reactant: [CH2:1]([O:4][C:5]1([CH3:45])[CH2:10][CH2:9][N:8]([C:11]2[C:12]3[N:13]([N:28]=[C:29]([C:31]4[CH:32]=[C:33]([C:37]5[CH:42]=[C:41]([CH3:43])[CH:40]=[CH:39][C:38]=5[OH:44])[CH:34]=[CH:35][CH:36]=4)[CH:30]=3)[CH:14]=[C:15]([CH3:27])[C:16]=2[C@H:17]([O:22][C:23]([CH3:26])([CH3:25])[CH3:24])[C:18]([O:20][CH3:21])=[O:19])[CH2:7][CH2:6]1)[CH:2]=[CH2:3].[CH3:46][CH:47]([CH:50]=[CH2:51])[CH2:48]O.C1C=CC(P(C2C=CC=CC=2)C2C=CC=CC=2)=CC=1.CCOC(/N=N/C(OCC)=O)=O. Product: [CH2:1]([O:4][C:5]1([CH3:45])[CH2:10][CH2:9][N:8]([C:11]2[C:12]3[N:13]([N:28]=[C:29]([C:31]4[CH:32]=[C:33]([C:37]5[CH:42]=[C:41]([CH3:43])[CH:40]=[CH:39][C:38]=5[O:44][CH2:46][CH:47]([CH3:48])[CH:50]=[CH2:51])[CH:34]=[CH:35][CH:36]=4)[CH:30]=3)[CH:14]=[C:15]([CH3:27])[C:16]=2[C@H:17]([O:22][C:23]([CH3:25])([CH3:24])[CH3:26])[C:18]([O:20][CH3:21])=[O:19])[CH2:7][CH2:6]1)[CH:2]=[CH2:3]. The catalyst class is: 116. (5) Reactant: [C:1]([C:3]1[CH:8]=[CH:7][CH:6]=[CH:5][N:4]=1)#[N:2].C(N)(=[S:11])C. Product: [N:4]1[CH:5]=[CH:6][CH:7]=[CH:8][C:3]=1[C:1](=[S:11])[NH2:2]. The catalyst class is: 33. (6) Reactant: [Si:1]([O:8][CH2:9][C:10]1[N:15]=[CH:14][C:13]2[N:16]=[CH:17][N:18]([C:19]3[S:23][C:22]([C:24]([O:26][CH3:27])=[O:25])=[C:21]([OH:28])[CH:20]=3)[C:12]=2[CH:11]=1)([C:4]([CH3:7])([CH3:6])[CH3:5])([CH3:3])[CH3:2].[Cl:29][C:30]1[CH:35]=[CH:34][CH:33]=[CH:32][C:31]=1[CH:36](O)[CH2:37][CH3:38].C1(P(C2C=CC=CC=2)C2C=CC=CC=2)C=CC=CC=1.N(C(OC(C)(C)C)=O)=NC(OC(C)(C)C)=O. Product: [Si:1]([O:8][CH2:9][C:10]1[N:15]=[CH:14][C:13]2[N:16]=[CH:17][N:18]([C:19]3[S:23][C:22]([C:24]([O:26][CH3:27])=[O:25])=[C:21]([O:28][CH:36]([C:31]4[CH:32]=[CH:33][CH:34]=[CH:35][C:30]=4[Cl:29])[CH2:37][CH3:38])[CH:20]=3)[C:12]=2[CH:11]=1)([C:4]([CH3:5])([CH3:6])[CH3:7])([CH3:2])[CH3:3]. The catalyst class is: 4. (7) Reactant: Br[CH2:2][C:3]1[CH:4]=[C:5]2[C:10](=[C:11]([Br:13])[CH:12]=1)[N:9]=[CH:8][CH:7]=[CH:6]2.[C-:14]#[N:15].[K+]. Product: [Br:13][C:11]1[CH:12]=[C:3]([CH2:2][C:14]#[N:15])[CH:4]=[C:5]2[C:10]=1[N:9]=[CH:8][CH:7]=[CH:6]2. The catalyst class is: 18.